This data is from Antibody developability classification from SAbDab with 2,409 antibodies. The task is: Regression/Classification. Given an antibody's heavy chain and light chain sequences, predict its developability. TAP uses regression for 5 developability metrics; SAbDab uses binary classification. (1) Result: 0 (not developable). The antibody is ['QVQLQESGGGLVQPGGSLKLSCAASGFTFRDYYMYWVRQTPEKRLEWVAFISNGGGSTYYPDTVKGRFTISRDNAKNTLYLQMSRLKSEDTAMYYCARGRGYVWFAYWGQGTTVTVSS', 'QLVLTQSSSASFSLGASAKLTCTLSSQHSTYTIEWYQQQPLKPPKYVMELKKDGSHSTGDGIPDRFSGSSSGADRYLSISNIQPEDEAIYICGVGDTIKEQFVYVFGGGTKVTV']. (2) The antibody is ['EVKLQESGAGLVQPSQSLSLTCSVTGYSITSGYYWNWIRLFPGNKLEWVGYISNVGDNNYNPSLKDRLSITRDTSKNQFFLKLNSVTTEDTATYYCARSEYYSVTGYAMDYWGQGTTVTVSS', 'PROT_E8F7C15D']. Result: 0 (not developable). (3) The antibody is ['QVQLVQSGAEVKKPGASVKISCKASGYNFTTYAMHWVRQAPGQGLEWMGWINGGNGDTRYSQKFRGRVTISRDTSASTAYMELHSLTSEDTALFYCARESGDYYSEISGALDWGQGTLVTVSS', 'SYELTQPPSVSVSPGQTARITCSGDVLPKKYAYWYQQKSGLAPVLVIYEDNRRPSGIPERFSGSSSGTMATLTISGAQVEDEGDYYCSSTDSSGDHYVFGTGTKVTVL']. Result: 0 (not developable). (4) Result: 0 (not developable). The antibody is ['QSLEESGGGPVKPGGTLTLTCKASGIDFSSFYYMCWVRQAPGKGLEWIACIVTDITGESYYATWAKGRFAISKTSSTTVTLQMTSLTAADTATYFCARGDTYGYGDTVYALNLWGPGTLVTVSS', 'GPVLTQTPPSASEPVGGTVTIKCQASQAIDEYLGWYQQKPGQRPKLLMYYASTLASGVPSRFKGSGSGTQFTLTISDLECADAATYYCQNYYVGSSTNYAFTFGGGTEVVVK'].